From a dataset of Full USPTO retrosynthesis dataset with 1.9M reactions from patents (1976-2016). Predict the reactants needed to synthesize the given product. Given the product [Cl:1][C:2]1[CH:3]=[CH:4][C:5]([O:23][CH2:24][C:25]2[CH:30]=[CH:29][CH:28]=[CH:27][CH:26]=2)=[C:6]([CH2:8][C:9]2[N:14]=[C:13]([NH2:15])[CH:12]=[CH:11][CH:10]=2)[CH:7]=1, predict the reactants needed to synthesize it. The reactants are: [Cl:1][C:2]1[CH:3]=[CH:4][C:5]([O:23][CH2:24][C:25]2[CH:30]=[CH:29][CH:28]=[CH:27][CH:26]=2)=[C:6]([CH2:8][C:9]2[N:14]=[C:13]([NH:15]C(=O)OC(C)(C)C)[CH:12]=[CH:11][CH:10]=2)[CH:7]=1.C(Cl)Cl.